Task: Predict the reactants needed to synthesize the given product.. Dataset: Full USPTO retrosynthesis dataset with 1.9M reactions from patents (1976-2016) (1) The reactants are: [NH2:1][C:2]1[C:10]2[S:9][C:8]([NH:11][C:12](=[O:16])[NH:13][CH2:14][CH3:15])=[N:7][C:6]=2[CH:5]=[C:4]([C:17]2[CH:18]=[N:19][C:20]([N:23]3[CH2:28][CH2:27][C:26]([CH3:34])([C:29]([O:31][CH2:32][CH3:33])=[O:30])[CH2:25][CH2:24]3)=[N:21][CH:22]=2)[CH:3]=1.[N:35]1[CH:40]=[CH:39][CH:38]=[N:37][C:36]=1[C:41](O)=[O:42].C(N(C(C)C)CC)(C)C.CN(C(ON1N=NC2C=CC=NC1=2)=[N+](C)C)C.F[P-](F)(F)(F)(F)F. Given the product [CH2:14]([NH:13][C:12]([NH:11][C:8]1[S:9][C:10]2[C:2]([NH:1][C:41]([C:36]3[N:37]=[CH:38][CH:39]=[CH:40][N:35]=3)=[O:42])=[CH:3][C:4]([C:17]3[CH:18]=[N:19][C:20]([N:23]4[CH2:28][CH2:27][C:26]([CH3:34])([C:29]([O:31][CH2:32][CH3:33])=[O:30])[CH2:25][CH2:24]4)=[N:21][CH:22]=3)=[CH:5][C:6]=2[N:7]=1)=[O:16])[CH3:15], predict the reactants needed to synthesize it. (2) Given the product [CH2:2]1[C:41]2[C:35](=[CH:36][CH:37]=[C:38]([NH:39][C:2]3[N:7]=[C:6]([C:8]4[C:9]([C:17]5[CH:18]=[C:19]([NH:23][C:24](=[O:33])[C:25]6[CH:30]=[CH:29][CH:28]=[CH:27][CH:26]=6)[CH:20]=[CH:21][CH:22]=5)=[N:10][N:11]5[CH:16]=[CH:15][CH:14]=[CH:13][C:12]=45)[CH:5]=[CH:4][N:3]=3)[CH:40]=2)[CH2:5][CH2:4][NH:3]1, predict the reactants needed to synthesize it. The reactants are: Cl[C:2]1[N:7]=[C:6]([C:8]2[C:9]([C:17]3[CH:18]=[C:19]([NH:23][C:24](=[O:33])[C:25]4[C:30](F)=[CH:29][CH:28]=[CH:27][C:26]=4F)[CH:20]=[CH:21][CH:22]=3)=[N:10][N:11]3[CH:16]=[CH:15][CH:14]=[CH:13][C:12]=23)[CH:5]=[CH:4][N:3]=1.Cl[C:35]1[CH:41]=[CH:40][C:38]([NH2:39])=[CH:37][CH:36]=1. (3) The reactants are: [F:1][C:2]1[CH:7]=[CH:6][N:5]=[C:4](N)[C:3]=1[O:9]C.[BrH:11].BrBr.N([O-])=O.[Na+].[OH-].[Na+]. Given the product [Br:11][C:4]1[C:3]([OH:9])=[C:2]([F:1])[CH:7]=[CH:6][N:5]=1, predict the reactants needed to synthesize it. (4) Given the product [Cl:1][C:2]1[CH:3]=[C:4]([C:13]2[N:18]=[C:17]([CH3:19])[N:16]=[C:15]([N:20]([CH2:21][C:22]3[CH:23]=[CH:24][C:25]([O:28][CH3:29])=[CH:26][CH:27]=3)[CH2:30][C:31]3[CH:32]=[CH:33][C:34]([O:37][CH3:38])=[CH:35][CH:36]=3)[N:14]=2)[C:5]([F:8])=[N:6][CH:7]=1, predict the reactants needed to synthesize it. The reactants are: [Cl:1][C:2]1[CH:3]=[C:4](B(O)O)[C:5]([F:8])=[N:6][CH:7]=1.Cl[C:13]1[N:18]=[C:17]([CH3:19])[N:16]=[C:15]([N:20]([CH2:30][C:31]2[CH:36]=[CH:35][C:34]([O:37][CH3:38])=[CH:33][CH:32]=2)[CH2:21][C:22]2[CH:27]=[CH:26][C:25]([O:28][CH3:29])=[CH:24][CH:23]=2)[N:14]=1.CC(N)CC1C=CC=CC=1.OP(O)(O)=O.C([O-])(=O)C.[K+]. (5) Given the product [Cl:48][C:49]1[CH:50]=[C:51]([C:56]2[CH:65]=[CH:64][C:59]3[NH:60][C:61]([NH:63][C:11]([C:9]4[N:10]=[C:5]5[CH:4]=[CH:3][C:2]([Cl:1])=[N:7][N:6]5[CH:8]=4)=[O:13])=[N:62][C:58]=3[CH:57]=2)[CH:52]=[C:53]([F:55])[CH:54]=1, predict the reactants needed to synthesize it. The reactants are: [Cl:1][C:2]1[CH:3]=[CH:4][C:5]2[N:6]([CH:8]=[C:9]([C:11]([OH:13])=O)[N:10]=2)[N:7]=1.CN(C(ON1N=NC2C=CC=CC1=2)=[N+](C)C)C.F[P-](F)(F)(F)(F)F.CCN(C(C)C)C(C)C.Br.[Cl:48][C:49]1[CH:50]=[C:51]([C:56]2[CH:65]=[CH:64][C:59]3[NH:60][C:61]([NH2:63])=[N:62][C:58]=3[CH:57]=2)[CH:52]=[C:53]([F:55])[CH:54]=1.C(=O)(O)[O-].[Na+].